From a dataset of Full USPTO retrosynthesis dataset with 1.9M reactions from patents (1976-2016). Predict the reactants needed to synthesize the given product. (1) Given the product [F:1][C:2]1[CH:7]=[CH:6][CH:5]=[C:4]([F:8])[C:3]=1[N:9]1[C:14]2[N:15]=[C:16]([N:27]([CH2:28][CH2:29][NH2:30])[C:34]([NH:33][CH3:32])=[O:35])[N:17]=[C:18]([C:19]3[CH:24]=[CH:23][C:22]([F:25])=[CH:21][C:20]=3[CH3:26])[C:13]=2[CH:12]=[CH:11][C:10]1=[O:31], predict the reactants needed to synthesize it. The reactants are: [F:1][C:2]1[CH:7]=[CH:6][CH:5]=[C:4]([F:8])[C:3]=1[N:9]1[C:14]2[N:15]=[C:16]([NH:27][CH2:28][CH2:29][NH2:30])[N:17]=[C:18]([C:19]3[CH:24]=[CH:23][C:22]([F:25])=[CH:21][C:20]=3[CH3:26])[C:13]=2[CH:12]=[CH:11][C:10]1=[O:31].[CH3:32][N:33]=[C:34]=[O:35]. (2) Given the product [Cl:1][C:2]1[CH:7]=[CH:6][CH:5]=[C:4]2[C:3]=1[CH:21]=[C:10]([CH:11]=[O:13])[C:9](=[O:16])[N:8]2[CH3:17], predict the reactants needed to synthesize it. The reactants are: [Cl:1][C:2]1[CH:3]=[C:4]([N:8]([CH3:17])[C:9](=[O:16])[CH2:10][C:11]([O:13]CC)=O)[CH:5]=[CH:6][CH:7]=1.S(OS(C(F)(F)F)(=O)=O)([C:21](F)(F)F)(=O)=O. (3) Given the product [OH:40][C:37]([CH3:39])([CH3:38])[CH2:36][C:32]1[CH:31]=[C:30]([CH:35]=[CH:34][CH:33]=1)[CH2:29][N:19]1[C:18](=[O:21])[CH:17]=[CH:16][C:15]([C:13]2[O:12][N:11]=[C:10]([C:7]3[CH:8]=[CH:9][C:4]([O:3][C:2]([F:22])([F:1])[F:23])=[CH:5][CH:6]=3)[N:14]=2)=[N:20]1, predict the reactants needed to synthesize it. The reactants are: [F:1][C:2]([F:23])([F:22])[O:3][C:4]1[CH:9]=[CH:8][C:7]([C:10]2[N:14]=[C:13]([C:15]3[CH:16]=[CH:17][C:18](=[O:21])[NH:19][N:20]=3)[O:12][N:11]=2)=[CH:6][CH:5]=1.CS(O[CH2:29][C:30]1[CH:35]=[CH:34][CH:33]=[C:32]([CH2:36][C:37]([OH:40])([CH3:39])[CH3:38])[CH:31]=1)(=O)=O. (4) Given the product [CH:45]([C:41]1[CH:40]=[C:39]2[C:44]([C:35]([NH:1][C:2]3[CH:7]=[C:6]([C:8](=[O:18])[NH:9][C@H:10]([C:12]4[CH:13]=[CH:14][CH:15]=[CH:16][CH:17]=4)[CH3:11])[CH:5]=[CH:4][C:3]=3[S:19][C:20]3[CH:21]=[CH:22][C:23]([NH:26][C:27](=[O:33])[O:28][C:29]([CH3:32])([CH3:31])[CH3:30])=[CH:24][CH:25]=3)=[N:36][CH:37]=[N:38]2)=[CH:43][CH:42]=1)([CH3:47])[CH3:46], predict the reactants needed to synthesize it. The reactants are: [NH2:1][C:2]1[CH:7]=[C:6]([C:8](=[O:18])[NH:9][C@H:10]([C:12]2[CH:17]=[CH:16][CH:15]=[CH:14][CH:13]=2)[CH3:11])[CH:5]=[CH:4][C:3]=1[S:19][C:20]1[CH:25]=[CH:24][C:23]([NH:26][C:27](=[O:33])[O:28][C:29]([CH3:32])([CH3:31])[CH3:30])=[CH:22][CH:21]=1.Cl[C:35]1[C:44]2[C:39](=[CH:40][C:41]([CH:45]([CH3:47])[CH3:46])=[CH:42][CH:43]=2)[N:38]=[CH:37][N:36]=1. (5) Given the product [CH3:27][C:20]1[CH:21]=[C:22]([C:24]([OH:26])=[O:25])[NH:23][C:19]=1[CH:17]=[C:9]1[C:8]2[C:12](=[CH:13][CH:14]=[CH:15][C:7]=2[C:4]2[CH:5]=[CH:6][N:1]=[CH:2][CH:3]=2)[NH:11][C:10]1=[O:16], predict the reactants needed to synthesize it. The reactants are: [N:1]1[CH:6]=[CH:5][C:4]([C:7]2[CH:15]=[CH:14][CH:13]=[C:12]3[C:8]=2[CH2:9][C:10](=[O:16])[NH:11]3)=[CH:3][CH:2]=1.[CH:17]([C:19]1[NH:23][C:22]([C:24]([OH:26])=[O:25])=[CH:21][C:20]=1[CH3:27])=O. (6) Given the product [C:13]([O:12][C:10]([N:7]1[CH2:8][CH2:9][C:5]([CH3:17])([C:3]([OH:4])=[O:2])[CH2:6]1)=[O:11])([CH3:16])([CH3:14])[CH3:15], predict the reactants needed to synthesize it. The reactants are: C[O:2][C:3]([C:5]1([CH3:17])[CH2:9][CH2:8][N:7]([C:10]([O:12][C:13]([CH3:16])([CH3:15])[CH3:14])=[O:11])[CH2:6]1)=[O:4].[OH-].[Na+].